This data is from Reaction yield outcomes from USPTO patents with 853,638 reactions. The task is: Predict the reaction yield, written as a fraction of the theoretical maximum amount of product (1.0 means a 100% yield; for example, 0.34 means a 34% yield). (1) The reactants are [CH3:1][CH:2]([CH3:12])[CH2:3][C:4](=O)[CH2:5][C:6]([O:8][CH2:9][CH3:10])=[O:7].C([O-])(=O)C.[NH4+:17]. The catalyst is C(O)C. The product is [NH2:17][CH:4]([CH2:3][CH:2]([CH3:12])[CH3:1])[CH2:5][C:6]([O:8][CH2:9][CH3:10])=[O:7]. The yield is 0.350. (2) The reactants are Cl.[CH2:2]1[C:4]2([CH2:9][CH2:8][CH2:7][CH2:6][NH:5]2)[CH2:3]1.N1C=CC=CC=1.CCN(C(C)C)C(C)C.[Cl:25][C:26](Cl)([O:28]C(=O)OC(Cl)(Cl)Cl)Cl.Cl. The catalyst is C(Cl)Cl. The product is [CH2:3]1[C:4]2([CH2:9][CH2:8][CH2:7][CH2:6][N:5]2[C:26]([Cl:25])=[O:28])[CH2:2]1. The yield is 1.00. (3) The reactants are [C:1]([OH:13])(=[O:12])[CH2:2][CH2:3][CH2:4][CH2:5][CH2:6][CH2:7][CH2:8][CH2:9][C:10]#[CH:11].[B-](F)(F)(F)F.CN(C(O[N:27]1[C:32](=[O:33])[CH2:31][CH2:30][C:28]1=[O:29])=[N+](C)C)C. The product is [C:28]1(=[O:29])[N:27]([O:12][C:1](=[O:13])[CH2:2][CH2:3][CH2:4][CH2:5][CH2:6][CH2:7][CH2:8][CH2:9][C:10]#[CH:11])[C:32](=[O:33])[CH2:31][CH2:30]1. The catalyst is CC#N. The yield is 1.00. (4) The reactants are [O:1]=[C:2]1[CH2:19][C:18](=O)[C:5]2([CH2:10][N:9]([C:11]([O:13][C:14]([CH3:17])([CH3:16])[CH3:15])=[O:12])[CH2:8][CH2:7][CH2:6]2)[CH2:4][N:3]1[CH2:21][C:22]1[C:27]([O:28][CH3:29])=[CH:26][C:25]([O:30][CH3:31])=[CH:24][C:23]=1[O:32][CH3:33].C([O-])(=O)C.[NH4+:38].C(O)(=O)C.Br[CH2:44][C:45]([C:47]1[CH:52]=[CH:51][N:50]=[C:49]([Cl:53])[N:48]=1)=O. The catalyst is C(O)C. The product is [C:14]([O:13][C:11]([N:9]1[CH2:8][CH2:7][CH2:6][C:5]2([CH2:4][N:3]([CH2:21][C:22]3[C:27]([O:28][CH3:29])=[CH:26][C:25]([O:30][CH3:31])=[CH:24][C:23]=3[O:32][CH3:33])[C:2](=[O:1])[C:19]3[CH:44]=[C:45]([C:47]4[CH:52]=[CH:51][N:50]=[C:49]([Cl:53])[N:48]=4)[NH:38][C:18]2=3)[CH2:10]1)=[O:12])([CH3:16])([CH3:15])[CH3:17]. The yield is 0.290. (5) The reactants are [CH:1]1([C:7]2[C:15]3[C:10](=[CH:11][C:12]([C:16]([NH:18][S:19]([N:22]([CH3:24])[CH3:23])(=[O:21])=[O:20])=[O:17])=[CH:13][CH:14]=3)[NH:9][C:8]=2[C:25]2[CH:30]=[CH:29][CH:28]=[CH:27][C:26]=2C=O)[CH2:6][CH2:5][CH2:4][CH2:3][CH2:2]1.COP([C:39](=[CH2:44])[C:40]([O:42][CH3:43])=[O:41])(OC)=O.[C:45]([O-])([O-])=O.[Cs+].[Cs+].C([O-])(=O)C=C. The catalyst is CN(C=O)C.C(OCC)(=O)C. The product is [C:40]([C:39]1[CH2:44][C:26]2[CH:27]=[CH:28][CH:29]=[CH:30][C:25]=2[C:8]2=[C:7]([CH:1]3[CH2:6][CH2:5][CH2:4][CH2:3][CH2:2]3)[C:15]3[CH:14]=[CH:13][C:12]([C:16]([NH:18][S:19]([N:22]([CH3:24])[CH3:23])(=[O:21])=[O:20])=[O:17])=[CH:11][C:10]=3[N:9]2[CH:45]=1)([O:42][CH3:43])=[O:41]. The yield is 0.590. (6) The reactants are [Li+].[OH-].C([O:5][C:6](=[O:37])[CH2:7][N:8]1[C:16]2[C:11](=[CH:12][C:13]([O:17][CH2:18][C:19]3[S:23][C:22]([C:24]4[CH:29]=[CH:28][C:27]([C:30]([F:33])([F:32])[F:31])=[CH:26][CH:25]=4)=[N:21][C:20]=3[CH3:34])=[CH:14][CH:15]=2)[C:10]([CH2:35][CH3:36])=[CH:9]1)C.C(OCC)C. The catalyst is C1COCC1. The product is [CH2:35]([C:10]1[C:11]2[C:16](=[CH:15][CH:14]=[C:13]([O:17][CH2:18][C:19]3[S:23][C:22]([C:24]4[CH:29]=[CH:28][C:27]([C:30]([F:33])([F:32])[F:31])=[CH:26][CH:25]=4)=[N:21][C:20]=3[CH3:34])[CH:12]=2)[N:8]([CH2:7][C:6]([OH:37])=[O:5])[CH:9]=1)[CH3:36]. The yield is 0.670.